From a dataset of Full USPTO retrosynthesis dataset with 1.9M reactions from patents (1976-2016). Predict the reactants needed to synthesize the given product. (1) Given the product [Br:1][C:2]1[CH:8]=[C:7]([O:9][C:10]([F:13])([F:12])[F:11])[CH:6]=[C:5]([Br:14])[C:3]=1[NH:4][C:15](=[O:17])[CH3:16], predict the reactants needed to synthesize it. The reactants are: [Br:1][C:2]1[CH:8]=[C:7]([O:9][C:10]([F:13])([F:12])[F:11])[CH:6]=[C:5]([Br:14])[C:3]=1[NH2:4].[C:15](OC(=O)C)(=[O:17])[CH3:16]. (2) Given the product [Cl:1][C:2]1[C:3]([C:13]2[CH:14]=[CH:15][C:16]([NH:19][C:28]([C:26]3[N:22]([CH3:21])[CH:23]=[CH:25][CH:27]=3)=[O:29])=[N:17][CH:18]=2)=[CH:4][C:5]2[O:9][C:8]([F:10])([F:11])[O:7][C:6]=2[CH:12]=1, predict the reactants needed to synthesize it. The reactants are: [Cl:1][C:2]1[C:3]([C:13]2[CH:14]=[CH:15][C:16]([NH2:19])=[N:17][CH:18]=2)=[CH:4][C:5]2[O:9][C:8]([F:11])([F:10])[O:7][C:6]=2[CH:12]=1.C[CH2:21][N:22]([CH:26]([CH3:28])[CH3:27])[CH:23]([CH3:25])C.[O:29]1CCCC1. (3) Given the product [CH3:1][O:2][C:3]1[CH:4]=[C:5]2[C:10](=[CH:11][CH:12]=1)[CH:9]=[C:8]([C:13]1[C:21]3[C:16](=[CH:17][CH:18]=[C:19]([C:22]([NH2:23])=[O:24])[CH:20]=3)[NH:15][N:14]=1)[CH:7]=[CH:6]2, predict the reactants needed to synthesize it. The reactants are: [CH3:1][O:2][C:3]1[CH:4]=[C:5]2[C:10](=[CH:11][CH:12]=1)[CH:9]=[C:8]([C:13]1[C:21]3[C:16](=[CH:17][CH:18]=[C:19]([C:22]#[N:23])[CH:20]=3)[NH:15][N:14]=1)[CH:7]=[CH:6]2.[OH:24]O.[OH-].[Na+].Cl. (4) Given the product [Cl:1][C:2]1[CH:16]=[CH:15][C:5]([CH2:6][C:7]2([NH:18][CH:25]=[O:31])[CH2:10][CH:9]([C:11]([OH:13])=[O:12])[CH2:8]2)=[CH:4][CH:3]=1, predict the reactants needed to synthesize it. The reactants are: [Cl:1][C:2]1[CH:16]=[CH:15][C:5]([CH2:6][C:7]2(O)[CH2:10][CH:9]([C:11]([OH:13])=[O:12])[CH2:8]2)=[CH:4][CH:3]=1.[C-]#[N:18].[K+].OS(O)(=O)=O.[C:25]([OH:31])(C(F)(F)F)=O. (5) Given the product [F:10][C:7]([F:8])([F:9])[C:6]([C:26]1[C:27]2[C:28](=[N:29][CH:30]=[CH:31][CH:32]=2)[N:24]([C:15]2[CH:16]=[CH:17][C:18]3[C:23](=[CH:22][CH:21]=[CH:20][CH:19]=3)[N:14]=2)[CH:25]=1)=[O:11], predict the reactants needed to synthesize it. The reactants are: [F:8][C:7]([F:10])([F:9])[C:6](O[C:6](=[O:11])[C:7]([F:10])([F:9])[F:8])=[O:11].[N:14]1[C:23]2[C:18](=[CH:19][CH:20]=[CH:21][CH:22]=2)[CH:17]=[CH:16][C:15]=1[N:24]1[C:28]2=[N:29][CH:30]=[CH:31][CH:32]=[C:27]2[CH:26]=[CH:25]1. (6) Given the product [F:1][C:2]1[CH:3]=[C:4]([C:8]2[C:17]([CH:18]=[O:36])=[CH:16][C:15]3[C:10](=[CH:11][CH:12]=[CH:13][N:14]=3)[N:9]=2)[CH:5]=[CH:6][CH:7]=1, predict the reactants needed to synthesize it. The reactants are: [F:1][C:2]1[CH:3]=[C:4]([C:8]2[C:17]([C:18]#N)=[CH:16][C:15]3[C:10](=[CH:11][CH:12]=[CH:13][N:14]=3)[N:9]=2)[CH:5]=[CH:6][CH:7]=1.ClCCl.[H-].C([Al+]CC(C)C)C(C)C.Cl.C([O-])(=[O:36])C.[K+]. (7) Given the product [C:1]([O:5][C:6]([N:8]1[C@@H:12]([CH2:13][O:14][CH3:18])[CH2:11][CH2:10][C@H:9]1[C:15]([OH:17])=[O:16])=[O:7])([CH3:4])([CH3:2])[CH3:3], predict the reactants needed to synthesize it. The reactants are: [C:1]([O:5][C:6]([N:8]1[C@@H:12]([CH2:13][OH:14])[CH2:11][CH2:10][C@H:9]1[C:15]([OH:17])=[O:16])=[O:7])([CH3:4])([CH3:3])[CH3:2].[CH2:18]([Li])CCC.S(OC)(OC)(=O)=O. (8) Given the product [F:58][C:59]1[CH:67]=[CH:66][C:62]([CH2:63][CH2:64][NH:65][C:17](=[O:18])[C:16]2[CH:20]=[CH:21][CH:22]=[C:14]([CH2:13][C:12]([NH:11][CH2:10][C@H:9]([OH:8])[C:25]3[CH:30]=[CH:29][C:28]([OH:31])=[C:27]([CH2:32][OH:33])[CH:26]=3)([CH3:23])[CH3:24])[CH:15]=2)=[CH:61][CH:60]=1, predict the reactants needed to synthesize it. The reactants are: [Si]([O:8][C@H:9]([C:25]1[CH:30]=[CH:29][C:28]([OH:31])=[C:27]([CH2:32][OH:33])[CH:26]=1)[CH2:10][NH:11][C:12]([CH3:24])([CH3:23])[CH2:13][C:14]1[CH:15]=[C:16]([CH:20]=[CH:21][CH:22]=1)[C:17](O)=[O:18])(C(C)(C)C)(C)C.F[P-](F)(F)(F)(F)F.N1(OC(N(C)C)=[N+](C)C)C2C=CC=CC=2N=N1.[F:58][C:59]1[CH:67]=[CH:66][C:62]([CH2:63][CH2:64][NH2:65])=[CH:61][CH:60]=1.[F-].[NH4+]. (9) Given the product [CH3:22][O:21][C:12]1[CH:13]=[C:14]([C:17]([F:20])([F:19])[F:18])[CH:15]=[CH:16][C:11]=1[N:10]1[C:9](=[O:23])[CH2:8][O:7][C:6]2[CH:24]=[C:2]([S:38]([Cl:25])(=[O:40])=[O:39])[CH:3]=[CH:4][C:5]1=2, predict the reactants needed to synthesize it. The reactants are: N[C:2]1[CH:3]=[CH:4][C:5]2[N:10]([C:11]3[CH:16]=[CH:15][C:14]([C:17]([F:20])([F:19])[F:18])=[CH:13][C:12]=3[O:21][CH3:22])[C:9](=[O:23])[CH2:8][O:7][C:6]=2[CH:24]=1.[ClH:25].C(O)(=O)C.N([O-])=O.[Na+].O.[N-]=[N+]=[N-].[S:38](=[O:40])=[O:39]. (10) Given the product [CH2:7]([C:14]([CH2:3][S:2][CH3:1])([C:15]([O:17][CH2:18][CH3:19])=[O:16])[C:20]([O:22][CH2:23][CH3:24])=[O:21])[C:8]1[CH:13]=[CH:12][CH:11]=[CH:10][CH:9]=1, predict the reactants needed to synthesize it. The reactants are: [CH3:1][S:2][CH2:3]Cl.[H-].[Na+].[CH2:7]([CH:14]([C:20]([O:22][CH2:23][CH3:24])=[O:21])[C:15]([O:17][CH2:18][CH3:19])=[O:16])[C:8]1[CH:13]=[CH:12][CH:11]=[CH:10][CH:9]=1.